This data is from Peptide-MHC class I binding affinity with 185,985 pairs from IEDB/IMGT. The task is: Regression. Given a peptide amino acid sequence and an MHC pseudo amino acid sequence, predict their binding affinity value. This is MHC class I binding data. (1) The peptide sequence is ALRSRWRAL. The MHC is HLA-B57:01 with pseudo-sequence HLA-B57:01. The binding affinity (normalized) is 0.0847. (2) The peptide sequence is AYSSWMYSY. The MHC is HLA-A02:12 with pseudo-sequence HLA-A02:12. The binding affinity (normalized) is 0.0847. (3) The peptide sequence is AIPYFYKGK. The MHC is HLA-A69:01 with pseudo-sequence HLA-A69:01. The binding affinity (normalized) is 0.0847. (4) The peptide sequence is ITMVNSLTY. The MHC is HLA-A01:01 with pseudo-sequence HLA-A01:01. The binding affinity (normalized) is 0.665. (5) The peptide sequence is TVGYMYIMK. The MHC is HLA-A26:03 with pseudo-sequence HLA-A26:03. The binding affinity (normalized) is 0.0847. (6) The peptide sequence is FLPDKAIDL. The MHC is HLA-A02:11 with pseudo-sequence HLA-A02:11. The binding affinity (normalized) is 0.898. (7) The peptide sequence is EVKKQRAGV. The MHC is HLA-A68:02 with pseudo-sequence HLA-A68:02. The binding affinity (normalized) is 0.619.